This data is from Forward reaction prediction with 1.9M reactions from USPTO patents (1976-2016). The task is: Predict the product of the given reaction. (1) The product is: [NH2:1][C:2]1[C:7]([NH2:8])=[CH:6][N:5]=[C:4]([C:11]([O:13][CH2:14][CH3:15])=[O:12])[CH:3]=1. Given the reactants [NH2:1][C:2]1[C:7]([N+:8]([O-])=O)=[CH:6][N:5]=[C:4]([C:11]([O:13][CH2:14][CH3:15])=[O:12])[CH:3]=1, predict the reaction product. (2) Given the reactants [Br:1][C:2]1[CH:3]=[C:4]([NH:8][C:9]2[C:18]3[C:13](=[CH:14][N:15]=[C:16]([NH:19]CC4C=CC(OC)=CC=4)[CH:17]=3)[N:12]=[CH:11][C:10]=2[C:29]#[N:30])[CH:5]=[CH:6][CH:7]=1.FC(F)(F)C(O)=O.C1(C)C=CC=CC=1, predict the reaction product. The product is: [NH2:19][C:16]1[CH:17]=[C:18]2[C:13](=[CH:14][N:15]=1)[N:12]=[CH:11][C:10]([C:29]#[N:30])=[C:9]2[NH:8][C:4]1[CH:5]=[CH:6][CH:7]=[C:2]([Br:1])[CH:3]=1.